From a dataset of Peptide-MHC class I binding affinity with 185,985 pairs from IEDB/IMGT. Regression. Given a peptide amino acid sequence and an MHC pseudo amino acid sequence, predict their binding affinity value. This is MHC class I binding data. The peptide sequence is ELAELLEMK. The MHC is HLA-A31:01 with pseudo-sequence HLA-A31:01. The binding affinity (normalized) is 0.106.